Dataset: Full USPTO retrosynthesis dataset with 1.9M reactions from patents (1976-2016). Task: Predict the reactants needed to synthesize the given product. (1) The reactants are: [Cl:1][C:2]1[CH:7]=[C:6]([Cl:8])[CH:5]=[CH:4][C:3]=1C1N=C(CC)C(N[C@@H]2C3C(=CC=CC=3)C[C@@H]2O)=NC=1CC.Br[C:31]1[N:32]=[C:33]([CH:51]2[CH2:53][CH2:52]2)[C:34]([NH:40][C@H:41]2[C:49]3[C:44](=[CH:45][CH:46]=[CH:47][CH:48]=3)[CH2:43][C@@H:42]2[OH:50])=[N:35][C:36]=1[CH:37]1[CH2:39][CH2:38]1. Given the product [CH:51]1([C:33]2[C:34]([NH:40][C@@H:41]3[C:49]4[C:44](=[CH:45][CH:46]=[CH:47][CH:48]=4)[CH2:43][C@@H:42]3[OH:50])=[N:35][C:36]([CH:37]3[CH2:39][CH2:38]3)=[C:31]([C:5]3[CH:4]=[CH:3][C:2]([Cl:1])=[CH:7][C:6]=3[Cl:8])[N:32]=2)[CH2:53][CH2:52]1, predict the reactants needed to synthesize it. (2) Given the product [NH2:5][C:6]1[CH:7]=[C:8]([C:12]2[C:20]([C:21]3[CH:26]=[CH:25][N:24]=[C:23]([NH:27][C:28]4[CH:33]=[CH:32][CH:31]=[C:30]([C:34]5[O:38][CH:37]=[N:36][CH:35]=5)[CH:29]=4)[N:22]=3)=[C:15]3[CH:16]=[CH:17][CH:18]=[CH:19][N:14]3[N:13]=2)[CH:9]=[CH:10][CH:11]=1, predict the reactants needed to synthesize it. The reactants are: FC(F)(F)C([NH:5][C:6]1[CH:11]=[CH:10][CH:9]=[C:8]([C:12]2[C:20]([C:21]3[CH:26]=[CH:25][N:24]=[C:23]([NH:27][C:28]4[CH:33]=[CH:32][CH:31]=[C:30]([C:34]5[O:38][CH:37]=[N:36][CH:35]=5)[CH:29]=4)[N:22]=3)=[C:15]3[CH:16]=[CH:17][CH:18]=[CH:19][N:14]3[N:13]=2)[CH:7]=1)=O.[Li+].[OH-].C1COCC1. (3) Given the product [CH3:13][CH:14]([CH3:18])[C:15](=[O:17])[CH2:16][C:1]([O:4][CH2:5][C:6]1[CH:7]=[CH:8][CH:9]=[CH:10][CH:11]=1)=[S:12], predict the reactants needed to synthesize it. The reactants are: [C:1](=[S:12])([O:4][CH2:5][C:6]1[CH:11]=[CH:10][CH:9]=[CH:8][CH:7]=1)SC.[CH3:13][CH:14]([CH3:18])[C:15](=[O:17])[CH3:16].[NH2-].[Na+].Cl. (4) Given the product [NH2:25][C@@H:11]([CH2:12][C:13]1[CH:18]=[CH:17][C:16]([C:19]2[CH:24]=[CH:23][N:22]=[CH:21][CH:20]=2)=[CH:15][CH:14]=1)[CH2:10][C@H:9]([OH:36])[C@@H:8]([NH:37][C:38](=[O:44])[O:39][C:40]([CH3:41])([CH3:42])[CH3:43])[CH2:1][C:2]1[CH:3]=[CH:4][CH:5]=[CH:6][CH:7]=1, predict the reactants needed to synthesize it. The reactants are: [CH2:1]([C@H:8]([NH:37][C:38](=[O:44])[O:39][C:40]([CH3:43])([CH3:42])[CH3:41])[C@@H:9]([OH:36])[CH2:10][C@@H:11]([NH:25]C(OCC1C=CC=CC=1)=O)[CH2:12][C:13]1[CH:18]=[CH:17][C:16]([C:19]2[CH:24]=[CH:23][N:22]=[CH:21][CH:20]=2)=[CH:15][CH:14]=1)[C:2]1[CH:7]=[CH:6][CH:5]=[CH:4][CH:3]=1.Cl. (5) Given the product [CH:1]1([C:4]2[N:8]([CH3:9])[C:7]3[CH:10]=[C:11]([N:14]4[CH:19]=[CH:18][C:17]([O:20][CH2:29][C:27]5[O:28][C:24]([C:23]([F:32])([F:31])[F:22])=[CH:25][CH:26]=5)=[CH:16][C:15]4=[O:21])[CH:12]=[CH:13][C:6]=3[N:5]=2)[CH2:2][CH2:3]1, predict the reactants needed to synthesize it. The reactants are: [CH:1]1([C:4]2[N:8]([CH3:9])[C:7]3[CH:10]=[C:11]([N:14]4[CH:19]=[CH:18][C:17]([OH:20])=[CH:16][C:15]4=[O:21])[CH:12]=[CH:13][C:6]=3[N:5]=2)[CH2:3][CH2:2]1.[F:22][C:23]([F:32])([F:31])[C:24]1[O:28][C:27]([CH2:29]O)=[CH:26][CH:25]=1.C(P(CCCC)CCCC)CCC.N(C(N1CCCCC1)=O)=NC(N1CCCCC1)=O. (6) Given the product [CH2:8]([C:10]1[CH:15]=[CH:14][CH:13]=[C:12]([CH2:16][CH3:17])[C:11]=1[C:18]1[N:23]=[CH:22][C:21]([CH:24]([C:1]2[CH:6]=[CH:5][CH:4]=[CH:3][CH:2]=2)[OH:25])=[C:20]([O:26][CH3:27])[CH:19]=1)[CH3:9], predict the reactants needed to synthesize it. The reactants are: [C:1]1([Li])[CH:6]=[CH:5][CH:4]=[CH:3][CH:2]=1.[CH2:8]([C:10]1[CH:15]=[CH:14][CH:13]=[C:12]([CH2:16][CH3:17])[C:11]=1[C:18]1[N:23]=[CH:22][C:21]([CH:24]=[O:25])=[C:20]([O:26][CH3:27])[CH:19]=1)[CH3:9].[NH4+].[Cl-].